The task is: Predict the reactants needed to synthesize the given product.. This data is from Full USPTO retrosynthesis dataset with 1.9M reactions from patents (1976-2016). (1) The reactants are: [CH:1]([C:3]1[C:4]([CH3:20])=[C:5]([O:10][CH2:11][C:12]2[CH:13]=[C:14]([CH:17]=[CH:18][CH:19]=2)[C:15]#[N:16])[C:6]([CH3:9])=[N:7][CH:8]=1)=O.[NH2:21][C:22]1[CH:27]=[CH:26][C:25]([C:28]2[CH:33]=[CH:32][C:31]([C:34]#[N:35])=[CH:30][CH:29]=2)=[CH:24][CH:23]=1. Given the product [C:15]([C:14]1[CH:13]=[C:12]([CH:19]=[CH:18][CH:17]=1)[CH2:11][O:10][C:5]1[C:4]([CH3:20])=[C:3]([CH2:1][NH:21][C:22]2[CH:23]=[CH:24][C:25]([C:28]3[CH:33]=[CH:32][C:31]([C:34]#[N:35])=[CH:30][CH:29]=3)=[CH:26][CH:27]=2)[CH:8]=[N:7][C:6]=1[CH3:9])#[N:16], predict the reactants needed to synthesize it. (2) Given the product [Cl:27][C:28]1[C:29]([C:30]#[N:31])=[CH:32][C:33]([C:2]2[C:11]3[C:6](=[CH:7][C:8]([S:12]([O:15][C:16]4[C:17]([F:26])=[C:18]([F:25])[C:19]([F:24])=[C:20]([F:23])[C:21]=4[F:22])(=[O:14])=[O:13])=[CH:9][CH:10]=3)[CH:5]=[CH:4][N:3]=2)=[C:34]([O:36][CH3:37])[CH:35]=1, predict the reactants needed to synthesize it. The reactants are: Cl[C:2]1[C:11]2[C:6](=[CH:7][C:8]([S:12]([O:15][C:16]3[C:21]([F:22])=[C:20]([F:23])[C:19]([F:24])=[C:18]([F:25])[C:17]=3[F:26])(=[O:14])=[O:13])=[CH:9][CH:10]=2)[CH:5]=[CH:4][N:3]=1.[Cl:27][C:28]1[CH:35]=[C:34]([O:36][CH3:37])[C:33](B2OC(C)(C)C(C)(C)O2)=[CH:32][C:29]=1[C:30]#[N:31].C(=O)([O-])[O-].[K+].[K+]. (3) The reactants are: C(O[BH-](OC(=O)C)OC(=O)C)(=O)C.[Na+].[Cl:15][C:16]1[CH:35]=[CH:34][C:33]([CH2:36][CH2:37][CH:38]=O)=[CH:32][C:17]=1[C:18]([NH:20][CH2:21][C:22]12[CH2:31][CH:26]3[CH2:27][CH:28]([CH2:30][CH:24]([CH2:25]3)[CH2:23]1)[CH2:29]2)=[O:19].[NH2:40][CH2:41][CH2:42][CH2:43][OH:44]. Given the product [Cl:15][C:16]1[CH:35]=[CH:34][C:33]([CH2:36][CH2:37][CH2:38][NH:40][CH2:41][CH2:42][CH2:43][OH:44])=[CH:32][C:17]=1[C:18]([NH:20][CH2:21][C:22]12[CH2:31][CH:26]3[CH2:27][CH:28]([CH2:30][CH:24]([CH2:25]3)[CH2:23]1)[CH2:29]2)=[O:19], predict the reactants needed to synthesize it.